From a dataset of NCI-60 drug combinations with 297,098 pairs across 59 cell lines. Regression. Given two drug SMILES strings and cell line genomic features, predict the synergy score measuring deviation from expected non-interaction effect. (1) Drug 1: CNC(=O)C1=CC=CC=C1SC2=CC3=C(C=C2)C(=NN3)C=CC4=CC=CC=N4. Drug 2: C1=CC(=CC=C1CCCC(=O)O)N(CCCl)CCCl. Cell line: T-47D. Synergy scores: CSS=24.3, Synergy_ZIP=-6.63, Synergy_Bliss=-1.60, Synergy_Loewe=-2.09, Synergy_HSA=-2.06. (2) Drug 1: C1=CC(=CC=C1CCC2=CNC3=C2C(=O)NC(=N3)N)C(=O)NC(CCC(=O)O)C(=O)O. Drug 2: COC1=C2C(=CC3=C1OC=C3)C=CC(=O)O2. Cell line: MDA-MB-435. Synergy scores: CSS=10.4, Synergy_ZIP=-2.42, Synergy_Bliss=-0.484, Synergy_Loewe=-37.2, Synergy_HSA=-1.30. (3) Drug 1: C1CN(P(=O)(OC1)NCCCl)CCCl. Drug 2: C1C(C(OC1N2C=NC3=C2NC=NCC3O)CO)O. Cell line: SK-OV-3. Synergy scores: CSS=1.13, Synergy_ZIP=0.511, Synergy_Bliss=3.49, Synergy_Loewe=-1.07, Synergy_HSA=-0.219. (4) Drug 1: C1=CC(=CC=C1C#N)C(C2=CC=C(C=C2)C#N)N3C=NC=N3. Drug 2: C1=NC2=C(N1)C(=S)N=CN2. Cell line: SK-MEL-2. Synergy scores: CSS=3.46, Synergy_ZIP=5.47, Synergy_Bliss=4.38, Synergy_Loewe=-1.70, Synergy_HSA=-1.73. (5) Drug 2: CC1=C(C(CCC1)(C)C)C=CC(=CC=CC(=CC(=O)O)C)C. Drug 1: CC1=CC=C(C=C1)C2=CC(=NN2C3=CC=C(C=C3)S(=O)(=O)N)C(F)(F)F. Cell line: MALME-3M. Synergy scores: CSS=12.3, Synergy_ZIP=-6.60, Synergy_Bliss=-4.99, Synergy_Loewe=-0.420, Synergy_HSA=1.85.